From a dataset of Reaction yield outcomes from USPTO patents with 853,638 reactions. Predict the reaction yield, written as a fraction of the theoretical maximum amount of product (1.0 means a 100% yield; for example, 0.34 means a 34% yield). The reactants are [NH2:1][C:2]1[N:7]=[CH:6][N:5]=[C:4]2[N:8]([CH:20]([C:22]3[O:23][C:24]4[C:29]([C:30](=[O:39])[C:31]=3[C:32]3[CH:37]=[CH:36][CH:35]=[C:34]([F:38])[CH:33]=3)=[CH:28][CH:27]=[CH:26][CH:25]=4)[CH3:21])[N:9]=[C:10]([C:11]3[CH:16]=[C:15]([O:17]C)[CH:14]=[C:13]([Cl:19])[CH:12]=3)[C:3]=12. The catalyst is ClCCl.B(Br)(Br)Br. The product is [NH2:1][C:2]1[N:7]=[CH:6][N:5]=[C:4]2[N:8]([CH:20]([C:22]3[O:23][C:24]4[C:29]([C:30](=[O:39])[C:31]=3[C:32]3[CH:37]=[CH:36][CH:35]=[C:34]([F:38])[CH:33]=3)=[CH:28][CH:27]=[CH:26][CH:25]=4)[CH3:21])[N:9]=[C:10]([C:11]3[CH:16]=[C:15]([OH:17])[CH:14]=[C:13]([Cl:19])[CH:12]=3)[C:3]=12. The yield is 0.330.